Dataset: Catalyst prediction with 721,799 reactions and 888 catalyst types from USPTO. Task: Predict which catalyst facilitates the given reaction. (1) Reactant: [C:1]([O:5][C:6](=[O:41])[N:7]([CH2:30][C:31]1[CH:40]=[CH:39][C:34]2[O:35][CH2:36][CH2:37][O:38][C:33]=2[CH:32]=1)[CH:8]1[CH2:13][CH2:12][N:11]([CH2:14][CH2:15][N:16]2[C:25]3[C:20](=[CH:21][C:22]([N+:26]([O-])=O)=[CH:23][CH:24]=3)[CH:19]=[CH:18][C:17]2=[O:29])[CH2:10][CH2:9]1)([CH3:4])([CH3:3])[CH3:2]. Product: [C:1]([O:5][C:6](=[O:41])[N:7]([CH2:30][C:31]1[CH:40]=[CH:39][C:34]2[O:35][CH2:36][CH2:37][O:38][C:33]=2[CH:32]=1)[CH:8]1[CH2:9][CH2:10][N:11]([CH2:14][CH2:15][N:16]2[C:25]3[C:20](=[CH:21][C:22]([NH2:26])=[CH:23][CH:24]=3)[CH:19]=[CH:18][C:17]2=[O:29])[CH2:12][CH2:13]1)([CH3:4])([CH3:2])[CH3:3]. The catalyst class is: 43. (2) Reactant: C(Cl)(=O)C([Cl:4])=O.[ClH:7].[C:8](O)(=[O:15])[C:9]1[CH:14]=[CH:13][CH:12]=[CH:11][CH:10]=1. Product: [ClH:4].[C:8]([Cl:7])(=[O:15])[C:9]1[CH:14]=[CH:13][CH:12]=[CH:11][CH:10]=1. The catalyst class is: 120. (3) Reactant: Br[C:2]1[CH:3]=[C:4]([CH:28]=[CH:29][CH:30]=1)[CH2:5][N:6]1[C:10]([CH3:11])=[N:9][C:8]([C:12]2[O:16][N:15]=[C:14]([C:17]3[CH:22]=[CH:21][C:20]([O:23][C:24]([F:27])([F:26])[F:25])=[CH:19][CH:18]=3)[N:13]=2)=[N:7]1.[C:31]([O-])([O-:33])=[O:32].[Cs+].[Cs+].CC(C1C=C(C(C)C)C(C2C=CC=CC=2P(C2CCCCC2)C2CCCCC2)=C(C(C)C)C=1)C.[CH3:71][N:72]([CH3:76])[CH2:73][CH2:74][NH2:75]. Product: [F:27][C:24]([F:25])([F:26])[C:31]([O-:33])=[O:32].[CH3:71][NH+:72]([CH3:76])[CH2:73][CH2:74][NH:75][C:2]1[CH:30]=[CH:29][CH:28]=[C:4]([CH2:5][N:6]2[C:10]([CH3:11])=[N:9][C:8]([C:12]3[O:16][N:15]=[C:14]([C:17]4[CH:22]=[CH:21][C:20]([O:23][C:24]([F:27])([F:26])[F:25])=[CH:19][CH:18]=4)[N:13]=3)=[N:7]2)[CH:3]=1. The catalyst class is: 102. (4) The catalyst class is: 9. Reactant: [Br:1][C:2]1[CH:3]=[N:4][C:5]2[C:10]([CH:11]=1)=[CH:9][C:8]([CH:12]=[N:13][OH:14])=[CH:7][CH:6]=2.ClN1C(=O)CCC1=O.[C:23]([O:26][CH2:27][C:28]([CH:30]([F:32])[F:31])=[CH2:29])(=[O:25])[CH3:24].C([O-])(O)=O.[Na+]. Product: [C:23]([O:26][CH2:27][C:28]1([CH:30]([F:32])[F:31])[O:14][N:13]=[C:12]([C:8]2[CH:9]=[C:10]3[C:5](=[CH:6][CH:7]=2)[N:4]=[CH:3][C:2]([Br:1])=[CH:11]3)[CH2:29]1)(=[O:25])[CH3:24]. (5) Reactant: [F:1][C:2]1[CH:7]=[CH:6][C:5]([C:8]([C:10]2[N:19]=[C:18]([NH:20][C:21]3[CH:25]=[C:24]([CH3:26])[NH:23][N:22]=3)[C:17]3[C:12](=[CH:13][C:14]([C:27]([F:30])([F:29])[F:28])=[CH:15][CH:16]=3)[N:11]=2)=[O:9])=[CH:4][CH:3]=1.[BH4-].[Na+]. Product: [F:1][C:2]1[CH:7]=[CH:6][C:5]([CH:8]([C:10]2[N:19]=[C:18]([NH:20][C:21]3[CH:25]=[C:24]([CH3:26])[NH:23][N:22]=3)[C:17]3[C:12](=[CH:13][C:14]([C:27]([F:30])([F:28])[F:29])=[CH:15][CH:16]=3)[N:11]=2)[OH:9])=[CH:4][CH:3]=1. The catalyst class is: 799. (6) Reactant: C1(P(C2CCCCC2)C2CCCCC2)CCCCC1.Br[C:21]1[C:26]([F:27])=[CH:25][C:24]([NH:28][C:29](=[O:31])[CH3:30])=[CH:23][C:22]=1[F:32].[B:33]1([B:33]2[O:37][C:36]([CH3:39])([CH3:38])[C:35]([CH3:41])([CH3:40])[O:34]2)[O:37][C:36]([CH3:39])([CH3:38])[C:35]([CH3:41])([CH3:40])[O:34]1.C([O-])(=O)C.[K+]. Product: [F:32][C:22]1[CH:23]=[C:24]([NH:28][C:29](=[O:31])[CH3:30])[CH:25]=[C:26]([F:27])[C:21]=1[B:33]1[O:37][C:36]([CH3:39])([CH3:38])[C:35]([CH3:41])([CH3:40])[O:34]1. The catalyst class is: 62. (7) Reactant: [CH2:1]([C:4]1[CH:20]=[C:19]([C:21]([O:30][CH2:31][O:32][CH3:33])([C:26]([F:29])([F:28])[F:27])[C:22]([F:25])([F:24])[F:23])[CH:18]=[CH:17][C:5]=1[O:6][C:7]1[CH:8]=[CH:9][C:10]([CH:15]=[CH2:16])=[C:11]([CH:14]=1)[C:12]#[N:13])[CH2:2][CH3:3].C(=O)([O-])[OH:35].[Na+].ClC1C=C(C=CC=1)C(OO)=O.S([O-])([O-])=O.[Na+].[Na+]. Product: [O:35]1[CH2:16][CH:15]1[C:10]1[CH:9]=[CH:8][C:7]([O:6][C:5]2[CH:17]=[CH:18][C:19]([C:21]([O:30][CH2:31][O:32][CH3:33])([C:22]([F:23])([F:24])[F:25])[C:26]([F:28])([F:27])[F:29])=[CH:20][C:4]=2[CH2:1][CH2:2][CH3:3])=[CH:14][C:11]=1[C:12]#[N:13]. The catalyst class is: 4.